Task: Predict the reactants needed to synthesize the given product.. Dataset: Full USPTO retrosynthesis dataset with 1.9M reactions from patents (1976-2016) (1) Given the product [Br:15][C:5]1[C:6]2[C:7](=[N:8][C:9]([F:12])=[CH:10][CH:11]=2)[N:3]([CH2:1][CH3:2])[CH:4]=1, predict the reactants needed to synthesize it. The reactants are: [CH2:1]([N:3]1[C:7]2=[N:8][C:9]([F:12])=[CH:10][CH:11]=[C:6]2[CH:5]=[CH:4]1)[CH3:2].[OH-].[Na+].[Br:15]N1C(=O)CCC1=O. (2) Given the product [CH2:1]([O:3][C:4](=[O:23])[C:5]([CH2:6][C:7]1([C:9]2[CH:14]=[C:13]([F:15])[CH:12]=[CH:11][C:10]=2[O:16][CH3:17])[CH2:26][CH2:8]1)([OH:22])[C:18]([F:19])([F:20])[F:21])[CH3:2], predict the reactants needed to synthesize it. The reactants are: [CH2:1]([O:3][C:4](=[O:23])[C:5]([OH:22])([C:18]([F:21])([F:20])[F:19])[CH2:6][C:7]([C:9]1[CH:14]=[C:13]([F:15])[CH:12]=[CH:11][C:10]=1[O:16][CH3:17])=[CH2:8])[CH3:2].II.[CH3:26]COCC. (3) The reactants are: [CH3:1][O:2][C:3]1[CH:12]=[C:11]2[C:6]([CH:7]=[CH:8][C:9]([OH:13])=[CH:10]2)=[CH:5][CH:4]=1.[Cl-].[CH3:15][O:16][C:17]1[CH:29]=[CH:28][CH:27]=[CH:26][C:18]=1[CH:19]=[N+:20]1[CH2:25][CH2:24][CH2:23][CH2:22][CH2:21]1. Given the product [CH3:1][O:2][C:3]1[CH:12]=[C:11]2[C:6]([CH:7]=[CH:8][C:9]([OH:13])=[C:10]2[CH:19]([C:18]2[CH:26]=[CH:27][CH:28]=[CH:29][C:17]=2[O:16][CH3:15])[N:20]2[CH2:25][CH2:24][CH2:23][CH2:22][CH2:21]2)=[CH:5][CH:4]=1, predict the reactants needed to synthesize it. (4) Given the product [Cl:19][C:20]1[CH:27]=[CH:26][C:23]([CH2:24][N:7]2[C:8]([CH2:10][CH2:11][C:12]([O:14][CH2:15][CH3:16])=[O:13])=[CH:9][C:5]([O:4][CH:1]([CH3:3])[CH3:2])=[N:6]2)=[C:22]([F:28])[CH:21]=1, predict the reactants needed to synthesize it. The reactants are: [CH:1]([O:4][C:5]1[CH:9]=[C:8]([CH2:10][CH2:11][C:12]([O:14][CH2:15][CH3:16])=[O:13])[NH:7][N:6]=1)([CH3:3])[CH3:2].[H-].[Na+].[Cl:19][C:20]1[CH:27]=[CH:26][C:23]([CH2:24]Br)=[C:22]([F:28])[CH:21]=1.Cl.